From a dataset of Forward reaction prediction with 1.9M reactions from USPTO patents (1976-2016). Predict the product of the given reaction. (1) Given the reactants Cl.Cl.Cl.[NH:4]1[CH2:9][CH2:8][CH:7]([N:10]2[CH2:13][C:12]([CH2:36][C:37]#[N:38])([N:14]3[CH:18]=[CH:17][C:16]([C:19]4[C:20]5[CH:27]=[CH:26][N:25](COCC[Si](C)(C)C)[C:21]=5[N:22]=[CH:23][N:24]=4)=[CH:15]3)[CH2:11]2)[CH2:6][CH2:5]1.[F:39][C:40]([F:51])([F:50])[C:41]1[N:42]=[CH:43][C:44]([C:47](O)=[O:48])=[N:45][CH:46]=1, predict the reaction product. The product is: [N:22]1[C:21]2[NH:25][CH:26]=[CH:27][C:20]=2[C:19]([C:16]2[CH:17]=[CH:18][N:14]([C:12]3([CH2:36][C:37]#[N:38])[CH2:11][N:10]([CH:7]4[CH2:8][CH2:9][N:4]([C:47]([C:44]5[CH:43]=[N:42][C:41]([C:40]([F:50])([F:39])[F:51])=[CH:46][N:45]=5)=[O:48])[CH2:5][CH2:6]4)[CH2:13]3)[CH:15]=2)=[N:24][CH:23]=1. (2) The product is: [NH2:34][CH2:35][C:36]([NH:1][CH2:2][C:3]1([OH:26])[CH2:8][CH2:7][N:6]([CH2:9][C:10]2[CH:15]=[C:14]([Br:16])[CH:13]=[CH:12][C:11]=2[O:17][CH2:18][C:19]2[CH:20]=[CH:21][C:22]([Cl:25])=[CH:23][CH:24]=2)[CH2:5][CH2:4]1)=[O:37]. Given the reactants [NH2:1][CH2:2][C:3]1([OH:26])[CH2:8][CH2:7][N:6]([CH2:9][C:10]2[CH:15]=[C:14]([Br:16])[CH:13]=[CH:12][C:11]=2[O:17][CH2:18][C:19]2[CH:24]=[CH:23][C:22]([Cl:25])=[CH:21][CH:20]=2)[CH2:5][CH2:4]1.C([NH:34][CH2:35][C:36](O)=[O:37])(OC(C)(C)C)=O.CCN(CC)CC.CN(C(ON1N=NC2C=CC=NC1=2)=[N+](C)C)C.F[P-](F)(F)(F)(F)F, predict the reaction product. (3) Given the reactants Cl.O1CCOCC1.[NH2:8][C:9]1[C:14]2[N:15]=[C:16]([CH2:38][CH2:39][CH3:40])[N:17]([CH2:18][CH2:19][CH2:20][CH2:21][N:22]([O:30]C(OC(C)(C)C)=O)[C:23](=[O:29])OC(C)(C)C)[C:13]=2[C:12]([CH3:41])=[C:11]([CH3:42])[N:10]=1.C(N(CC)CC)C.[C:50]1([N:56]=C=O)[CH:55]=[CH:54][CH:53]=[CH:52][CH:51]=1, predict the reaction product. The product is: [NH2:8][C:9]1[C:14]2[N:15]=[C:16]([CH2:38][CH2:39][CH3:40])[N:17]([CH2:18][CH2:19][CH2:20][CH2:21][N:22]([OH:30])[C:23]([NH:56][C:50]3[CH:55]=[CH:54][CH:53]=[CH:52][CH:51]=3)=[O:29])[C:13]=2[C:12]([CH3:41])=[C:11]([CH3:42])[N:10]=1. (4) Given the reactants [F:1][C:2]1[CH:8]=[CH:7][C:6]([F:9])=[CH:5][C:3]=1[NH2:4].[Br:10][C:11]1[CH:12]=[CH:13][C:14]2[N:15]([CH:17]=[C:18]([C:20](OCC)=[O:21])[N:19]=2)[CH:16]=1, predict the reaction product. The product is: [Br:10][C:11]1[CH:12]=[CH:13][C:14]2[N:15]([CH:17]=[C:18]([C:20]([NH:4][C:3]3[CH:5]=[C:6]([F:9])[CH:7]=[CH:8][C:2]=3[F:1])=[O:21])[N:19]=2)[CH:16]=1.